Dataset: Catalyst prediction with 721,799 reactions and 888 catalyst types from USPTO. Task: Predict which catalyst facilitates the given reaction. (1) Reactant: F[C:2]1[CH:7]=[CH:6][C:5]([N+:8]([O-:10])=[O:9])=[CH:4][CH:3]=1.[CH3:11][C@H:12]1[O:17][C@@H:16]([CH3:18])[CH2:15][NH:14][CH2:13]1.C(=O)([O-])[O-].[K+].[K+]. Product: [CH3:18][C@H:16]1[CH2:15][N:14]([C:2]2[CH:7]=[CH:6][C:5]([N+:8]([O-:10])=[O:9])=[CH:4][CH:3]=2)[CH2:13][C@@H:12]([CH3:11])[O:17]1. The catalyst class is: 10. (2) Reactant: Cl[C:2]1[C:11]2[C:6](=[CH:7][C:8]([S:12][C:13]3[CH:14]=[C:15]([C:19]4([C:25]#[N:26])[CH2:24][CH2:23][O:22][CH2:21][CH2:20]4)[CH:16]=[CH:17][CH:18]=3)=[CH:9][CH:10]=2)[N:5]2[CH:27]=[N:28][N:29]=[C:4]2[CH:3]=1.[C:30]1([CH3:39])[CH:35]=[CH:34][CH:33]=[C:32](B(O)O)[CH:31]=1.[F-].[K+].C(P(C(C)(C)C)C1C=CC=CC=1C1C=CC=CC=1)(C)(C)C. Product: [C:30]1([CH3:39])[CH:35]=[CH:34][CH:33]=[C:32]([C:2]2[C:11]3[C:6](=[CH:7][C:8]([S:12][C:13]4[CH:14]=[C:15]([C:19]5([C:25]#[N:26])[CH2:24][CH2:23][O:22][CH2:21][CH2:20]5)[CH:16]=[CH:17][CH:18]=4)=[CH:9][CH:10]=3)[N:5]3[CH:27]=[N:28][N:29]=[C:4]3[CH:3]=2)[CH:31]=1. The catalyst class is: 443.